From a dataset of Catalyst prediction with 721,799 reactions and 888 catalyst types from USPTO. Predict which catalyst facilitates the given reaction. (1) Reactant: [Cl:1][C:2]1[CH:3]=[C:4]2[C:9](=[CH:10][CH:11]=1)[C:8](=[O:12])[N:7]([CH2:13][C:14]1[CH:19]=[CH:18][C:17]([S:20]([CH3:23])(=[O:22])=[O:21])=[CH:16][CH:15]=1)[C:6]([CH2:24][OH:25])=[C:5]2[C:26]1[CH:31]=[CH:30][CH:29]=[CH:28][CH:27]=1. Product: [Cl:1][C:2]1[CH:3]=[C:4]2[C:9](=[CH:10][CH:11]=1)[C:8](=[O:12])[N:7]([CH2:13][C:14]1[CH:15]=[CH:16][C:17]([S:20]([CH3:23])(=[O:21])=[O:22])=[CH:18][CH:19]=1)[C:6]([CH:24]=[O:25])=[C:5]2[C:26]1[CH:27]=[CH:28][CH:29]=[CH:30][CH:31]=1. The catalyst class is: 5. (2) Reactant: O.[OH-].[Na+].[C:4]([C:6]1[CH:7]=[C:8]2[C:12](=[CH:13][CH:14]=1)[N:11](S(C1C=CC(C)=CC=1)(=O)=O)[CH:10]=[C:9]2[C@H:25]1[CH2:27][C@H:26]1[CH2:28][N:29]([CH3:31])[CH3:30])#[N:5]. Product: [C:4]([C:6]1[CH:7]=[C:8]2[C:12](=[CH:13][CH:14]=1)[NH:11][CH:10]=[C:9]2[C@H:25]1[CH2:27][C@H:26]1[CH2:28][N:29]([CH3:31])[CH3:30])#[N:5]. The catalyst class is: 8. (3) Reactant: [Cl:1][C:2]1[CH:3]=[C:4]([CH:9]2[C:18]3[C:17](=[O:19])[CH2:16][N:15](C(O[C@@H]4C[C@H](C)CC[C@H]4C(C)(C4C=CC=CC=4)C)=O)[CH2:14][C:13]=3[NH:12][C:11]3[CH2:39][CH2:40][C:41](=[O:42])[C:10]2=3)[CH:5]=[CH:6][C:7]=1[F:8].Br.[OH-].[NH4+]. Product: [ClH:1].[Cl:1][C:2]1[CH:3]=[C:4]([CH:9]2[C:18]3[C:17](=[O:19])[CH2:16][NH:15][CH2:14][C:13]=3[NH:12][C:11]3[CH2:39][CH2:40][C:41](=[O:42])[C:10]2=3)[CH:5]=[CH:6][C:7]=1[F:8]. The catalyst class is: 15. (4) Reactant: [NH2:1]/[C:2](=[N:30]\[S:31]([C:34]1[C:35]([CH3:47])=[C:36]([CH3:46])[C:37]2[O:41][C:40]([CH3:43])([CH3:42])[CH2:39][C:38]=2[C:44]=1[CH3:45])(=[O:33])=[O:32])/[NH:3][CH2:4][CH2:5][CH2:6][C@H:7]([NH:16][S:17]([C:20]1[CH:29]=[CH:28][C:27]2[C:22](=[CH:23][CH:24]=[CH:25][CH:26]=2)[CH:21]=1)(=[O:19])=[O:18])[C:8](=[O:15])[N:9]1[CH2:14][CH2:13][NH:12][CH2:11][CH2:10]1.CCN(C(C)C)C(C)C.Cl[C:58]([O:60][CH2:61][CH3:62])=[O:59]. Product: [CH2:61]([O:60][C:58]([N:12]1[CH2:11][CH2:10][N:9]([C:8](=[O:15])[C@@H:7]([NH:16][S:17]([C:20]2[CH:29]=[CH:28][C:27]3[C:22](=[CH:23][CH:24]=[CH:25][CH:26]=3)[CH:21]=2)(=[O:19])=[O:18])[CH2:6][CH2:5][CH2:4][NH:3]/[C:2](/[NH2:1])=[N:30]/[S:31]([C:34]2[C:35]([CH3:47])=[C:36]([CH3:46])[C:37]3[O:41][C:40]([CH3:43])([CH3:42])[CH2:39][C:38]=3[C:44]=2[CH3:45])(=[O:33])=[O:32])[CH2:14][CH2:13]1)=[O:59])[CH3:62]. The catalyst class is: 22. (5) The catalyst class is: 9. Reactant: [CH3:1][N:2]1[C@@H:19]2[CH2:20][C:7]3=[CH:8][CH:9]=[C:10]([OH:21])[C:11]4[O:12][C@H:13]5[C:14]([CH2:16][CH2:17][C@@H:18]2[C@:5]5([C:6]=43)[CH2:4][CH2:3]1)=[O:15].Cl.[H-].[Na+].[CH2:25](Cl)[C:26]1[CH:31]=[CH:30][CH:29]=[CH:28][CH:27]=1. Product: [CH2:25]([O:21][C:10]1[C:11]2[O:12][C@H:13]3[C:14](=[O:15])[CH2:16][CH2:17][C@@H:18]4[C@@:5]53[CH2:4][CH2:3][N:2]([CH3:1])[C@@H:19]4[CH2:20][C:7]([C:6]=25)=[CH:8][CH:9]=1)[C:26]1[CH:31]=[CH:30][CH:29]=[CH:28][CH:27]=1.